Dataset: Catalyst prediction with 721,799 reactions and 888 catalyst types from USPTO. Task: Predict which catalyst facilitates the given reaction. Reactant: [CH3:1][O:2][C:3]1[CH:12]=[CH:11][C:10]([S:13]([CH3:15])=[O:14])=[CH:9][C:4]=1[C:5]([O:7]C)=[O:6].[OH-].[K+].Cl. Product: [CH3:1][O:2][C:3]1[CH:12]=[CH:11][C:10]([S:13]([CH3:15])=[O:14])=[CH:9][C:4]=1[C:5]([OH:7])=[O:6]. The catalyst class is: 4.